Task: Predict the reactants needed to synthesize the given product.. Dataset: Full USPTO retrosynthesis dataset with 1.9M reactions from patents (1976-2016) (1) Given the product [ClH:9].[NH2:10][C@H:11]([C:13]([O:8][CH:1]1[CH2:7][CH2:6][CH2:5][CH2:4][CH2:3][CH2:2]1)=[O:14])[CH3:12], predict the reactants needed to synthesize it. The reactants are: [CH:1]1([OH:8])[CH2:7][CH2:6][CH2:5][CH2:4][CH2:3][CH2:2]1.[ClH:9].[NH2:10][C@H:11]([C:13](OCC(CCC)CCC)=[O:14])[CH3:12]. (2) Given the product [C:29]([N:22]1[CH2:23][CH2:25][C:1](=[O:5])[CH:28]([CH3:33])[CH2:26]1)(=[O:31])[CH3:30], predict the reactants needed to synthesize it. The reactants are: [C:1]([O:5]C(=O)NC1CCCN(CC(F)(F)F)C1)(C)(C)C.CC[N:22]([CH:26]([CH3:28])C)[CH:23]([CH3:25])C.[C:29](Cl)(=[O:31])[CH3:30].[CH2:33](Cl)Cl. (3) Given the product [CH3:1][O:2][C:3]1[CH:11]=[CH:10][C:6]([C:7]([NH:12][C:13]2[CH:14]=[CH:15][C:16]([C:19](=[O:26])[CH2:20][CH2:21][C:22]([OH:24])=[O:23])=[CH:17][CH:18]=2)=[O:8])=[CH:5][CH:4]=1, predict the reactants needed to synthesize it. The reactants are: [CH3:1][O:2][C:3]1[CH:11]=[CH:10][C:6]([C:7](Cl)=[O:8])=[CH:5][CH:4]=1.[NH2:12][C:13]1[CH:18]=[CH:17][C:16]([C:19](=[O:26])[CH2:20][CH2:21][C:22]([O:24]C)=[O:23])=[CH:15][CH:14]=1.